From a dataset of Forward reaction prediction with 1.9M reactions from USPTO patents (1976-2016). Predict the product of the given reaction. (1) Given the reactants [CH2:1]([O:3][C:4]1[C:23]([O:24][CH2:25][CH3:26])=[CH:22][C:7]2[C:8]3[N:13]([CH:14]([CH2:16][OH:17])[CH2:15][C:6]=2[CH:5]=1)[CH:12]=[C:11]([C:18]([OH:20])=[O:19])[C:10](=[O:21])[CH:9]=3)[CH3:2].N1C=CC=CC=1.[C:33](Cl)(=[O:35])[CH3:34], predict the reaction product. The product is: [C:33]([O:17][CH2:16][CH:14]1[N:13]2[C:8](=[CH:9][C:10](=[O:21])[C:11]([C:18]([OH:20])=[O:19])=[CH:12]2)[C:7]2[CH:22]=[C:23]([O:24][CH2:25][CH3:26])[C:4]([O:3][CH2:1][CH3:2])=[CH:5][C:6]=2[CH2:15]1)(=[O:35])[CH3:34]. (2) The product is: [CH3:13][C:14]1[CH:15]=[C:16]([N:17]2[CH:9]=[N:10][N:11]=[C:7]2[C:2]2[CH:3]=[CH:4][CH:5]=[CH:6][C:1]=2[CH3:12])[CH:18]=[C:19]([CH3:21])[CH:20]=1. Given the reactants [C:1]1([CH3:12])[CH:6]=[CH:5][CH:4]=[CH:3][C:2]=1[C:7]1O[CH:9]=[N:10][N:11]=1.[CH3:13][C:14]1[CH:15]=[C:16]([CH:18]=[C:19]([CH3:21])[CH:20]=1)[NH2:17].N#N.FC(F)(F)C(O)=O.[Al], predict the reaction product. (3) Given the reactants C(=O)([O-])[O-].[Cs+].[Cs+].[N+:7]([C:10]1[CH:15]=[CH:14][C:13]([OH:16])=[CH:12][CH:11]=1)([O-:9])=[O:8].[CH2:17]([O:19][C:20](=[O:29])[CH:21]([C:23]1[CH:28]=[CH:27][CH:26]=[CH:25][CH:24]=1)Br)[CH3:18], predict the reaction product. The product is: [CH2:17]([O:19][C:20](=[O:29])[CH:21]([O:16][C:13]1[CH:14]=[CH:15][C:10]([N+:7]([O-:9])=[O:8])=[CH:11][CH:12]=1)[C:23]1[CH:28]=[CH:27][CH:26]=[CH:25][CH:24]=1)[CH3:18]. (4) Given the reactants F[C:2]1[CH:7]=[CH:6][C:5]([S:8]([CH2:11][CH2:12][C:13]([F:16])([F:15])[F:14])(=[O:10])=[O:9])=[CH:4][C:3]=1[F:17].[NH:18]1[CH2:23][CH2:22][NH:21][CH2:20][CH2:19]1, predict the reaction product. The product is: [F:17][C:3]1[CH:4]=[C:5]([S:8]([CH2:11][CH2:12][C:13]([F:16])([F:15])[F:14])(=[O:10])=[O:9])[CH:6]=[CH:7][C:2]=1[N:18]1[CH2:23][CH2:22][NH:21][CH2:20][CH2:19]1. (5) Given the reactants [CH3:1][O:2][C:3]1[CH:8]=[CH:7][C:6]([S:9]([N:12]2[CH2:16][CH2:15][CH2:14][CH:13]2[C:17](O)=[O:18])(=[O:11])=[O:10])=[CH:5][CH:4]=1.[H-].[Al+3].[Li+].[H-].[H-].[H-], predict the reaction product. The product is: [CH3:1][O:2][C:3]1[CH:8]=[CH:7][C:6]([S:9]([N:12]2[CH2:16][CH2:15][CH2:14][CH:13]2[CH2:17][OH:18])(=[O:10])=[O:11])=[CH:5][CH:4]=1.